Dataset: Catalyst prediction with 721,799 reactions and 888 catalyst types from USPTO. Task: Predict which catalyst facilitates the given reaction. (1) Reactant: [F:1][C@H:2]1[C@@H:7]([C:8]2[CH:13]=[CH:12][C:11]([OH:14])=[CH:10][CH:9]=2)[CH2:6][CH2:5][NH:4][CH2:3]1.CCN(C(C)C)C(C)C.CS(O[C@H:29]1[CH2:33][CH2:32][N:31]([CH2:34][C:35]2[CH:40]=[CH:39][C:38]([CH3:41])=[CH:37][CH:36]=2)[C:30]1=[O:42])(=O)=O. Product: [F:1][C@H:2]1[C@@H:7]([C:8]2[CH:13]=[CH:12][C:11]([OH:14])=[CH:10][CH:9]=2)[CH2:6][CH2:5][N:4]([C@@H:29]2[CH2:33][CH2:32][N:31]([CH2:34][C:35]3[CH:40]=[CH:39][C:38]([CH3:41])=[CH:37][CH:36]=3)[C:30]2=[O:42])[CH2:3]1. The catalyst class is: 23. (2) Reactant: C([O:3][C:4](=[O:17])[CH2:5][CH2:6][C:7](=[O:16])[CH:8]=[CH:9][C:10]1[CH:15]=[CH:14][CH:13]=[CH:12][CH:11]=1)C. Product: [O:16]=[C:7]([CH2:8][CH2:9][C:10]1[CH:11]=[CH:12][CH:13]=[CH:14][CH:15]=1)[CH2:6][CH2:5][C:4]([OH:17])=[O:3]. The catalyst class is: 29.